From a dataset of Forward reaction prediction with 1.9M reactions from USPTO patents (1976-2016). Predict the product of the given reaction. Given the reactants [NH2:1][N:2]1[N:11]=[C:10]([N:12]2[CH2:17][CH2:16][O:15][CH2:14][CH2:13]2)[C:9]2[C:4](=[CH:5][CH:6]=[CH:7][CH:8]=2)[C:3]1=[O:18].[CH:19]1([CH2:25][C:26](O)=[O:27])[CH2:24][CH2:23][CH2:22][CH2:21][CH2:20]1, predict the reaction product. The product is: [CH:19]1([CH2:25][C:26]([NH:1][N:2]2[N:11]=[C:10]([N:12]3[CH2:17][CH2:16][O:15][CH2:14][CH2:13]3)[C:9]3[C:4](=[CH:5][CH:6]=[CH:7][CH:8]=3)[C:3]2=[O:18])=[O:27])[CH2:24][CH2:23][CH2:22][CH2:21][CH2:20]1.